Task: Predict the reaction yield, written as a fraction of the theoretical maximum amount of product (1.0 means a 100% yield; for example, 0.34 means a 34% yield).. Dataset: Reaction yield outcomes from USPTO patents with 853,638 reactions (1) The reactants are Cl[C:2]1[C:11]2[C:6](=[CH:7][C:8]([S:12]([O:15][C:16]3[C:21]([F:22])=[C:20]([F:23])[C:19]([F:24])=[C:18]([F:25])[C:17]=3[F:26])(=[O:14])=[O:13])=[CH:9][CH:10]=2)[CH:5]=[CH:4][N:3]=1.[F:27][C:28]1[CH:29]=[C:30]([C:36]2[CH:41]=[CH:40][C:39](B3OC(C)(C)C(C)(C)O3)=[C:38]([O:51][CH3:52])[CH:37]=2)[C:31]([O:34][CH3:35])=[N:32][CH:33]=1.P([O-])([O-])([O-])=O.[K+].[K+].[K+].O. The catalyst is O1CCOCC1.C(C1C(C(C)(C)C)=C([Pd]Cl)C=CC=1NC)(C)(C)C. The product is [F:27][C:28]1[CH:29]=[C:30]([C:36]2[CH:41]=[CH:40][C:39]([C:2]3[C:11]4[C:6](=[CH:7][C:8]([S:12]([O:15][C:16]5[C:21]([F:22])=[C:20]([F:23])[C:19]([F:24])=[C:18]([F:25])[C:17]=5[F:26])(=[O:14])=[O:13])=[CH:9][CH:10]=4)[CH:5]=[CH:4][N:3]=3)=[C:38]([O:51][CH3:52])[CH:37]=2)[C:31]([O:34][CH3:35])=[N:32][CH:33]=1. The yield is 0.624. (2) The reactants are [F:1][C:2]1[CH:3]=[C:4]2[C:18](=[CH:19][CH:20]=1)[C:7]1[N:8]([CH3:17])[C:9]3[CH:10]=[C:11]([CH3:16])[CH:12]=[C:13]([CH3:15])[C:14]=3[C:6]=1[CH2:5]2.[Li]CCCC.[CH3:26][Si:27](Cl)([CH3:29])[CH3:28]. The catalyst is CCOCC. The product is [F:1][C:2]1[CH:3]=[C:4]2[C:18](=[CH:19][CH:20]=1)[C:7]1[N:8]([CH3:17])[C:9]3[CH:10]=[C:11]([CH3:16])[CH:12]=[C:13]([CH3:15])[C:14]=3[C:6]=1[CH:5]2[Si:27]([CH3:29])([CH3:28])[CH3:26]. The yield is 0.780. (3) The reactants are [OH-].[Na+].[Br:3][C:4]1[CH:5]=[C:6]([C:18]([O:20]CC)=O)[C:7]2[CH:12]=[N:11][N:10]([CH:13]3[CH2:17][CH2:16][CH2:15][CH2:14]3)[C:8]=2[N:9]=1.[NH2:23][CH2:24][C:25]1[C:26](=[O:33])[NH:27][C:28]([CH3:32])=[CH:29][C:30]=1[CH3:31].C1CN([P+](ON2N=NC3C=CC=CC2=3)(N2CCCC2)N2CCCC2)CC1.F[P-](F)(F)(F)(F)F. The catalyst is CCO.CS(C)=O. The product is [Br:3][C:4]1[CH:5]=[C:6]([C:18]([NH:23][CH2:24][C:25]2[C:26](=[O:33])[NH:27][C:28]([CH3:32])=[CH:29][C:30]=2[CH3:31])=[O:20])[C:7]2[CH:12]=[N:11][N:10]([CH:13]3[CH2:14][CH2:15][CH2:16][CH2:17]3)[C:8]=2[N:9]=1. The yield is 0.700. (4) The yield is 0.810. The reactants are C(OC(=O)[NH:7][C@H:8]([C:10]1[CH:15]=[CH:14][CH:13]=[C:12]([N:16]2[CH2:21][CH2:20][N:19]([CH3:22])[CH2:18][CH2:17]2)[CH:11]=1)[CH3:9])(C)(C)C.Cl. The product is [CH3:22][N:19]1[CH2:20][CH2:21][N:16]([C:12]2[CH:11]=[C:10]([C@@H:8]([NH2:7])[CH3:9])[CH:15]=[CH:14][CH:13]=2)[CH2:17][CH2:18]1. The catalyst is O1CCOCC1.